Dataset: Forward reaction prediction with 1.9M reactions from USPTO patents (1976-2016). Task: Predict the product of the given reaction. (1) Given the reactants C(OC(=O)[NH:10][C@H:11]1[CH2:16][CH2:15][CH2:14][C@@H:13]([O:17][Si:18]([C:21]([CH3:24])([CH3:23])[CH3:22])([CH3:20])[CH3:19])[CH2:12]1)C1C=CC=CC=1.[H][H], predict the reaction product. The product is: [Si:18]([O:17][CH:13]1[CH2:14][CH2:15][CH2:16][CH:11]([NH2:10])[CH2:12]1)([C:21]([CH3:24])([CH3:23])[CH3:22])([CH3:20])[CH3:19]. (2) The product is: [C:36]([C:33]1[CH:32]=[CH:31][C:30]([CH2:29][N:15]([CH2:16][CH2:17][C:18]2[CH:23]=[CH:22][CH:21]=[C:20]([O:24][C:25]([F:27])([F:28])[F:26])[CH:19]=2)[C:14]([C:8]2[CH:9]=[C:10]([Cl:13])[CH:11]=[CH:12][C:7]=2[NH:6][CH2:5][C:4]([OH:41])=[O:3])=[O:40])=[CH:35][CH:34]=1)([CH3:39])([CH3:37])[CH3:38]. Given the reactants C([O:3][C:4](=[O:41])[CH2:5][NH:6][C:7]1[CH:12]=[CH:11][C:10]([Cl:13])=[CH:9][C:8]=1[C:14](=[O:40])[N:15]([CH2:29][C:30]1[CH:35]=[CH:34][C:33]([C:36]([CH3:39])([CH3:38])[CH3:37])=[CH:32][CH:31]=1)[CH2:16][CH2:17][C:18]1[CH:23]=[CH:22][CH:21]=[C:20]([O:24][C:25]([F:28])([F:27])[F:26])[CH:19]=1)C.Cl.O, predict the reaction product. (3) Given the reactants [CH:1]1([N:4]([CH2:18][C:19]2[O:20][CH:21]=[C:22]([C:24]([N:26]3[CH2:34][CH:33]4[CH:28]([CH2:29][N:30](C(OC(C)(C)C)=O)[CH2:31][CH2:32]4)[CH2:27]3)=[O:25])[N:23]=2)[S:5]([C:8]2[C:13]([CH3:14])=[CH:12][C:11]([O:15][CH3:16])=[CH:10][C:9]=2[CH3:17])(=[O:7])=[O:6])[CH2:3][CH2:2]1.C(O)(C(F)(F)F)=O, predict the reaction product. The product is: [CH:1]1([N:4]([CH2:18][C:19]2[O:20][CH:21]=[C:22]([C:24]([N:26]3[CH2:34][CH:33]4[CH:28]([CH2:29][NH:30][CH2:31][CH2:32]4)[CH2:27]3)=[O:25])[N:23]=2)[S:5]([C:8]2[C:13]([CH3:14])=[CH:12][C:11]([O:15][CH3:16])=[CH:10][C:9]=2[CH3:17])(=[O:6])=[O:7])[CH2:3][CH2:2]1.